Regression/Classification. Given a drug SMILES string, predict its absorption, distribution, metabolism, or excretion properties. Task type varies by dataset: regression for continuous measurements (e.g., permeability, clearance, half-life) or binary classification for categorical outcomes (e.g., BBB penetration, CYP inhibition). Dataset: cyp2c9_veith. From a dataset of CYP2C9 inhibition data for predicting drug metabolism from PubChem BioAssay. (1) The molecule is CC(C)NC(=O)N1CCC2(CC1)CCN(S(=O)(=O)c1ccccc1)CC2. The result is 0 (non-inhibitor). (2) The drug is O=C(Nc1nnc(C2CC2)s1)c1cc(S(=O)(=O)N2CCN(c3ccccc3)CC2)ccc1Cl. The result is 1 (inhibitor). (3) The molecule is Cc1noc(C)c1-c1ccc2ncnc(Nc3ccc(F)cc3)c2c1. The result is 0 (non-inhibitor).